Task: Predict the reaction yield, written as a fraction of the theoretical maximum amount of product (1.0 means a 100% yield; for example, 0.34 means a 34% yield).. Dataset: Reaction yield outcomes from USPTO patents with 853,638 reactions (1) The reactants are IC1[CH:7]=[CH:6][C:5]([O:8][CH3:9])=[CH:4]C=1.[C:10]([O:14][CH2:15][CH3:16])(=[O:13])C=C.CCN(CC)CC.CC[C@H]1[C@H]2C[C@H]([C@H](OC3C4C(=CC=CC=4)C(O[C@H](C4C=CN=C5C=4C=C(OC)C=C5)[C@@H]4N5C[C@H](CC)[C@@H](CC5)C4)=NN=3)C3C=CN=C4C=3C=C([O:45]C)C=C4)N(CC2)C1.CN1CCOCC1.OO.[CH2:91]([OH:95])[CH2:92][CH2:93][CH3:94].O. No catalyst specified. The product is [OH:95][C@H:91]([C@@H:92]([OH:45])[C:93]1[CH:7]=[CH:6][C:5]([O:8][CH3:9])=[CH:4][CH:94]=1)[C:10]([O:14][CH2:15][CH3:16])=[O:13]. The yield is 0.920. (2) The reactants are [Br:1][C:2]1[CH:7]=[CH:6][CH:5]=[CH:4][C:3]=1[NH:8][N:9]=[C:10]([C:15]#[N:16])[C:11]([NH:13][CH3:14])=[O:12].[Cl-:17].[Al+3].[Cl-].[Cl-].Cl. The catalyst is C1(C)C=CC=CC=1. The product is [ClH:17].[NH2:16][C:15]1[C:4]2[C:3](=[C:2]([Br:1])[CH:7]=[CH:6][CH:5]=2)[N:8]=[N:9][C:10]=1[C:11]([NH:13][CH3:14])=[O:12]. The yield is 0.900. (3) The reactants are [CH2:1]([NH:8][C:9](=[O:31])[N:10]([C:12]1[N:17]=[C:16]([C:18]2[CH:23]=[CH:22][C:21]([CH:24]=[CH:25][C:26]([O:28]CC)=[O:27])=[CH:20][CH:19]=2)[CH:15]=[CH:14][CH:13]=1)[CH3:11])[CH2:2][CH2:3][CH2:4][CH2:5][CH2:6][CH3:7].[OH-].[Na+].C(NC(=O)N(C1N=C(C2C=CC(CCC(OCC)=O)=CC=2)C=CC=1)C)CCCCCC.O1CCCC1.CO. The catalyst is CO.[Pd].C(O)(=O)C.O. The product is [CH2:1]([NH:8][C:9](=[O:31])[N:10]([C:12]1[N:17]=[C:16]([C:18]2[CH:23]=[CH:22][C:21]([CH2:24][CH2:25][C:26]([OH:28])=[O:27])=[CH:20][CH:19]=2)[CH:15]=[CH:14][CH:13]=1)[CH3:11])[CH2:2][CH2:3][CH2:4][CH2:5][CH2:6][CH3:7]. The yield is 0.690. (4) The reactants are Cl.N1C=CC=CC=1C(Cl)=O.C([O:13][C:14]([C:16]1([NH:36]C(OC(C)(C)C)=O)[CH2:21][CH:20]([NH:22][C:23]([C:25]2[CH:30]=[CH:29][CH:28]=[CH:27][N:26]=2)=[O:24])[CH:19]2[CH:17]1[CH:18]2[C:31]([O:33]CC)=[O:32])=[O:15])C. No catalyst specified. The product is [NH2:36][C:16]1([C:14]([OH:15])=[O:13])[CH2:21][CH:20]([NH:22][C:23]([C:25]2[CH:30]=[CH:29][CH:28]=[CH:27][N:26]=2)=[O:24])[CH:19]2[CH:17]1[CH:18]2[C:31]([OH:33])=[O:32]. The yield is 0.900. (5) The reactants are [CH:1]([Si:3](OC)([O:6][CH3:7])[O:4][CH3:5])=[CH2:2].[CH:10]([Mg]Br)([CH3:12])[CH3:11].C[O-].[Mg+2].C[O-]. The catalyst is C(OCC)C. The product is [CH:10]([CH:2]=[CH:1][SiH:3]([O:6][CH3:7])[O:4][CH3:5])([CH3:12])[CH3:11]. The yield is 0.635. (6) The reactants are C(OC([N:8]1[CH2:13][CH2:12][CH:11]([C:14]([OH:16])=O)[CH2:10][CH2:9]1)=O)(C)(C)C.[CH2:17]([NH:19][CH2:20][CH3:21])[CH3:18].C(N(CC)CC)C.C1C=NC2N(O)N=NC=2C=1.CCN=C=NCCCN(C)C. The catalyst is CN(C=O)C. The product is [CH2:17]([N:19]([CH2:20][CH3:21])[C:14]([CH:11]1[CH2:10][CH2:9][NH:8][CH2:13][CH2:12]1)=[O:16])[CH3:18]. The yield is 0.860.